Dataset: Full USPTO retrosynthesis dataset with 1.9M reactions from patents (1976-2016). Task: Predict the reactants needed to synthesize the given product. (1) Given the product [NH2:12][C:7]1[CH:8]=[CH:9][CH:10]=[CH:11][C:6]=1[C:2]1([OH:1])[CH2:5][CH2:4][CH2:3]1, predict the reactants needed to synthesize it. The reactants are: [OH:1][C:2]1([C:6]2[CH:11]=[CH:10][CH:9]=[CH:8][C:7]=2[NH:12]C=O)[CH2:5][CH2:4][CH2:3]1.[OH-].[K+]. (2) The reactants are: [F:1][C:2]1[CH:7]=[CH:6][CH:5]=[C:4]([F:8])[C:3]=1[C:9]1[NH:17][C:16]2[CH2:15][CH2:14][N:13]([C:18]3[N:19]([CH2:27][CH3:28])[N:20]=[C:21]([C:23]([F:26])([F:25])[F:24])[CH:22]=3)[C:12](=O)[C:11]=2[CH:10]=1.CSC. Given the product [F:8][C:4]1[CH:5]=[CH:6][CH:7]=[C:2]([F:1])[C:3]=1[C:9]1[NH:17][C:16]2[CH2:15][CH2:14][N:13]([C:18]3[N:19]([CH2:27][CH3:28])[N:20]=[C:21]([C:23]([F:26])([F:25])[F:24])[CH:22]=3)[CH2:12][C:11]=2[CH:10]=1, predict the reactants needed to synthesize it. (3) Given the product [F:40][C:41]1[CH:42]=[C:43]([CH:60]=[CH:61][CH:62]=1)[CH2:44][N:45]1[C:49]([CH3:63])=[C:48]([C:2]2[C:10]3[C:5](=[N:6][CH:7]=[C:8]([C:11]4[CH:16]=[CH:15][C:14]([N:17]5[CH2:22][CH2:21][N:20]([C:23]([O:25][C:26]([CH3:29])([CH3:28])[CH3:27])=[O:24])[CH2:19][CH2:18]5)=[CH:13][CH:12]=4)[CH:9]=3)[N:4]([S:30]([C:33]3[CH:39]=[CH:38][C:36]([CH3:37])=[CH:35][CH:34]=3)(=[O:32])=[O:31])[CH:3]=2)[CH:47]=[N:46]1, predict the reactants needed to synthesize it. The reactants are: I[C:2]1[C:10]2[C:5](=[N:6][CH:7]=[C:8]([C:11]3[CH:16]=[CH:15][C:14]([N:17]4[CH2:22][CH2:21][N:20]([C:23]([O:25][C:26]([CH3:29])([CH3:28])[CH3:27])=[O:24])[CH2:19][CH2:18]4)=[CH:13][CH:12]=3)[CH:9]=2)[N:4]([S:30]([C:33]2[CH:39]=[CH:38][C:36]([CH3:37])=[CH:35][CH:34]=2)(=[O:32])=[O:31])[CH:3]=1.[F:40][C:41]1[CH:42]=[C:43]([CH:60]=[CH:61][CH:62]=1)[CH2:44][N:45]1[CH:49]=[C:48](C2OC(C)(C)C(C)(C)O2)[C:47](C)=[N:46]1.[C:63](=O)([O-])[O-].[Na+].[Na+]. (4) Given the product [CH2:12]([N:13]([CH2:14][CH3:6])[C:24]([CH2:4][C:6]1[CH:7]=[CH:8][CH:9]=[C:10]2[C:14]=1[NH:13][CH:12]=[C:11]2[CH2:15][CH2:16][OH:18])=[O:25])[CH3:11], predict the reactants needed to synthesize it. The reactants are: C(N(CC)[C:4]([C:6]1[CH:7]=[CH:8][CH:9]=[C:10]2[C:14]=1[NH:13][CH:12]=[C:11]2[CH2:15][C:16]([O:18]C)=O)=O)C.[BH4-].[Na+].[CH3:24][OH:25]. (5) Given the product [C:10]([CH2:9][C@H:8]([NH:12][C:13]([C:15]1[C:16]2[CH:23]=[N:22][N:21]([C:24]3[CH:29]=[CH:28][C:27]([F:30])=[CH:26][CH:25]=3)[C:17]=2[CH:18]=[N:19][CH:20]=1)=[O:14])[C:6]1[CH:5]=[CH:4][N:3]=[C:2]([S:32]([CH3:31])(=[O:34])=[O:33])[CH:7]=1)#[N:11], predict the reactants needed to synthesize it. The reactants are: Br[C:2]1[CH:7]=[C:6]([C@@H:8]([NH:12][C:13]([C:15]2[C:16]3[CH:23]=[N:22][N:21]([C:24]4[CH:29]=[CH:28][C:27]([F:30])=[CH:26][CH:25]=4)[C:17]=3[CH:18]=[N:19][CH:20]=2)=[O:14])[CH2:9][C:10]#[N:11])[CH:5]=[CH:4][N:3]=1.[CH3:31][S:32]([O-:34])=[O:33].[Na+].CNCCNC.[Cl-].[NH4+]. (6) Given the product [CH3:25][O:26][CH2:27][CH2:14][CH2:13][S:12][CH2:11][C:9]1[S:10][C:5]2[C:4]([N:16]3[CH2:21][CH2:20][O:19][CH2:18][CH2:17]3)=[N:3][C:2]([CH3:1])=[N:7][C:6]=2[CH:8]=1, predict the reactants needed to synthesize it. The reactants are: [CH3:1][C:2]1[N:3]=[C:4]([N:16]2[CH2:21][CH2:20][O:19][CH2:18][CH2:17]2)[C:5]2[S:10][C:9]([CH2:11][S:12][C:13](=O)[CH3:14])=[CH:8][C:6]=2[N:7]=1.C[O-].[Na+].[CH3:25][O:26][CH2:27]CCOS(C1C=CC(C)=CC=1)(=O)=O. (7) Given the product [Cl:1][C:2]1[CH:28]=[CH:27][C:5]([O:6][C@H:7]([C:21]2[CH:22]=[CH:23][CH:24]=[CH:25][CH:26]=2)[C@@H:8]2[O:13][CH2:12][CH2:11][N:10]([C:14]([O:16][C:17]([CH3:20])([CH3:19])[CH3:18])=[O:15])[CH2:9]2)=[C:4]([O:29][CH3:30])[CH:3]=1.[Cl:52][C:53]1[CH:79]=[CH:78][C:56]([O:57][C@H:58]([C:72]2[CH:77]=[CH:76][CH:75]=[CH:74][CH:73]=2)[C@@H:59]2[O:64][CH2:63][CH2:62][NH:61][CH2:60]2)=[C:55]([O:80][CH3:81])[CH:54]=1, predict the reactants needed to synthesize it. The reactants are: [Cl:1][C:2]1[CH:28]=[CH:27][C:5]([O:6][C@H:7]([C:21]2[CH:26]=[CH:25][CH:24]=[CH:23][CH:22]=2)[C@H:8]2[O:13][CH2:12][CH2:11][N:10]([C:14]([O:16][C:17]([CH3:20])([CH3:19])[CH3:18])=[O:15])[CH2:9]2)=[C:4]([O:29][CH3:30])[CH:3]=1.C([C@@H]1OCCN(C(OC(C)(C)C)=O)C1)(=O)C1C=CC=CC=1.[Cl:52][C:53]1[CH:79]=[CH:78][C:56]([O:57][C@H:58]([C:72]2[CH:77]=[CH:76][CH:75]=[CH:74][CH:73]=2)[C@@H:59]2[O:64][CH2:63][CH2:62][N:61](C(OC(C)(C)C)=O)[CH2:60]2)=[C:55]([O:80][CH3:81])[CH:54]=1.Cl. (8) Given the product [CH3:15][N:16]([CH3:21])[CH2:17][CH2:18][CH2:19][NH:20][C:23]1[CH:28]=[CH:27][C:26]([S:29]([NH2:32])(=[O:31])=[O:30])=[CH:25][C:24]=1[S:33]([C:36]([F:37])([F:39])[F:38])(=[O:35])=[O:34], predict the reactants needed to synthesize it. The reactants are: FC1C=CC(S(N)(=O)=O)=CC=1[N+]([O-])=O.[CH3:15][N:16]([CH3:21])[CH2:17][CH2:18][CH2:19][NH2:20].F[C:23]1[CH:28]=[CH:27][C:26]([S:29]([NH2:32])(=[O:31])=[O:30])=[CH:25][C:24]=1[S:33]([C:36]([F:39])([F:38])[F:37])(=[O:35])=[O:34]. (9) Given the product [OH:1][C:2]1([C:9]2[S:13][C:12]([S:14]([CH3:17])(=[O:16])=[O:15])=[N:11][CH:10]=2)[CH2:7][CH2:6][CH:5]([N:18]2[CH2:21][CH:20]([NH:22][C:23]([CH2:25][NH:26][C:27](=[O:38])[C:28]3[CH:33]=[CH:32][CH:31]=[C:30]([C:34]([F:37])([F:35])[F:36])[CH:29]=3)=[O:24])[CH2:19]2)[CH2:4][CH2:3]1, predict the reactants needed to synthesize it. The reactants are: [OH:1][C:2]1([C:9]2[S:13][C:12]([S:14]([CH3:17])(=[O:16])=[O:15])=[N:11][CH:10]=2)[CH2:7][CH2:6][C:5](=O)[CH2:4][CH2:3]1.[NH:18]1[CH2:21][CH:20]([NH:22][C:23]([CH2:25][NH:26][C:27](=[O:38])[C:28]2[CH:33]=[CH:32][CH:31]=[C:30]([C:34]([F:37])([F:36])[F:35])[CH:29]=2)=[O:24])[CH2:19]1.